This data is from Forward reaction prediction with 1.9M reactions from USPTO patents (1976-2016). The task is: Predict the product of the given reaction. (1) Given the reactants [Si]([O:8][C@@H:9]1[CH2:13][CH:12]([CH:14]2[CH2:16][CH2:15]2)[N:11]([C:17]([O:19][C:20]([CH3:23])([CH3:22])[CH3:21])=[O:18])[C@H:10]1[CH:24]1[CH2:26][CH2:25]1)(C(C)(C)C)(C)C.CCCC[N+](CCCC)(CCCC)CCCC.[F-].CC(OI1(OC(C)=O)(OC(C)=O)OC(=O)C2C=CC=CC1=2)=O, predict the reaction product. The product is: [CH:24]1([C@H:10]2[C:9](=[O:8])[CH2:13][CH:12]([CH:14]3[CH2:16][CH2:15]3)[N:11]2[C:17]([O:19][C:20]([CH3:23])([CH3:22])[CH3:21])=[O:18])[CH2:25][CH2:26]1. (2) Given the reactants [F:1][C:2]([F:6])([F:5])[CH:3]=[CH2:4].[SH:7][CH2:8][CH2:9][C:10]([O:12][CH3:13])=[O:11].COC(OC)(C1C=CC=CC=1)C(C1C=CC=CC=1)=O, predict the reaction product. The product is: [CH3:13][O:12][C:10](=[O:11])[CH2:9][CH2:8][S:7][CH2:4][CH2:3][C:2]([F:6])([F:5])[F:1].